From a dataset of Forward reaction prediction with 1.9M reactions from USPTO patents (1976-2016). Predict the product of the given reaction. (1) The product is: [C:23]([O:22][C:20]([N:4]1[CH2:5][CH2:6][CH2:7][CH2:8][CH:3]1[CH2:2][OH:1])=[O:21])([CH3:26])([CH3:25])[CH3:24]. Given the reactants [OH:1][CH2:2][CH:3]1[CH2:8][CH2:7][CH2:6][CH2:5][NH:4]1.C(=O)(O)[O-].[Na+].O1CCOCC1.[C:20](O[C:20]([O:22][C:23]([CH3:26])([CH3:25])[CH3:24])=[O:21])([O:22][C:23]([CH3:26])([CH3:25])[CH3:24])=[O:21], predict the reaction product. (2) Given the reactants Cl.[Cl:2][CH2:3][CH2:4][CH2:5][CH2:6][CH:7]([C:19]1[CH:24]=[C:23]([F:25])[C:22]([F:26])=[C:21]([F:27])[CH:20]=1)[C:8]([NH:10][NH:11]C(OC(C)(C)C)=O)=[O:9], predict the reaction product. The product is: [ClH:2].[Cl:2][CH2:3][CH2:4][CH2:5][CH2:6][CH:7]([C:19]1[CH:20]=[C:21]([F:27])[C:22]([F:26])=[C:23]([F:25])[CH:24]=1)[C:8]([NH:10][NH2:11])=[O:9]. (3) Given the reactants [CH:1]([N:4]1[CH2:9][CH2:8][NH:7][CH2:6][CH2:5]1)([CH3:3])[CH3:2].[Cl:10][C:11]1[CH:20]=[CH:19][C:18]2[C:13](=[CH:14][C:15]([F:23])=[C:16]([O:21][CH3:22])[CH:17]=2)[N:12]=1, predict the reaction product. The product is: [ClH:10].[F:23][C:15]1[CH:14]=[C:13]2[C:18]([CH:19]=[CH:20][C:11]([N:7]3[CH2:8][CH2:9][N:4]([CH:1]([CH3:3])[CH3:2])[CH2:5][CH2:6]3)=[N:12]2)=[CH:17][C:16]=1[O:21][CH3:22]. (4) Given the reactants [CH3:1][S:2][C:3]1[N:8]=[C:7]([C:9]2[CH:14]=[CH:13][N:12]=[C:11]3[N:15](S(C4C=CC(C)=CC=4)(=O)=O)[CH:16]=[CH:17][C:10]=23)[CH:6]=[CH:5][N:4]=1.[OH-].[Na+], predict the reaction product. The product is: [CH3:1][S:2][C:3]1[N:8]=[C:7]([C:9]2[CH:14]=[CH:13][N:12]=[C:11]3[NH:15][CH:16]=[CH:17][C:10]=23)[CH:6]=[CH:5][N:4]=1.